This data is from Catalyst prediction with 721,799 reactions and 888 catalyst types from USPTO. The task is: Predict which catalyst facilitates the given reaction. Reactant: [NH2:1][CH:2]1[CH2:7][CH2:6][NH:5][CH2:4][CH2:3]1.F[C:9]1[CH:10]=[C:11]([CH:14]=[CH:15][CH:16]=1)[C:12]#[N:13]. Product: [NH2:1][CH:2]1[CH2:7][CH2:6][N:5]([C:9]2[CH:10]=[C:11]([CH:14]=[CH:15][CH:16]=2)[C:12]#[N:13])[CH2:4][CH2:3]1. The catalyst class is: 44.